From a dataset of Peptide-MHC class II binding affinity with 134,281 pairs from IEDB. Regression. Given a peptide amino acid sequence and an MHC pseudo amino acid sequence, predict their binding affinity value. This is MHC class II binding data. (1) The peptide sequence is ELLDQSDVKEPGVSR. The MHC is DRB1_0405 with pseudo-sequence DRB1_0405. The binding affinity (normalized) is 0.382. (2) The peptide sequence is GADQGCAINFGKREL. The MHC is DRB3_0202 with pseudo-sequence DRB3_0202. The binding affinity (normalized) is 0. (3) The peptide sequence is PETEKAEEVEKIEKT. The MHC is DRB3_0101 with pseudo-sequence DRB3_0101. The binding affinity (normalized) is 0.185. (4) The peptide sequence is MGSLEMVPMGAGPPSPGGDP. The MHC is DRB1_0401 with pseudo-sequence DRB1_0401. The binding affinity (normalized) is 0.176. (5) The peptide sequence is IHLVIHRIRTLIGQE. The MHC is HLA-DQA10201-DQB10301 with pseudo-sequence HLA-DQA10201-DQB10301. The binding affinity (normalized) is 0.255.